Dataset: Full USPTO retrosynthesis dataset with 1.9M reactions from patents (1976-2016). Task: Predict the reactants needed to synthesize the given product. (1) The reactants are: [N:1]12[CH2:9][CH2:8][CH:5]([CH2:6][CH2:7]1)[N:4]([C:10]([C:12]1[O:13][C:14]([C:17]3[CH:22]=[CH:21][C:20]([NH2:23])=[CH:19][CH:18]=3)=[CH:15][CH:16]=1)=[O:11])[CH2:3][CH2:2]2.[F:24][C:25]([F:36])([F:35])[C:26]([O:28][C:29](=[O:34])[C:30]([F:33])([F:32])[F:31])=[O:27]. Given the product [F:24][C:25]([F:36])([F:35])[C:26]([OH:28])=[O:27].[N:1]12[CH2:7][CH2:6][CH:5]([CH2:8][CH2:9]1)[N:4]([C:10]([C:12]1[O:13][C:14]([C:17]3[CH:22]=[CH:21][C:20]([NH:23][C:29](=[O:34])[C:30]([F:31])([F:32])[F:33])=[CH:19][CH:18]=3)=[CH:15][CH:16]=1)=[O:11])[CH2:3][CH2:2]2, predict the reactants needed to synthesize it. (2) The reactants are: [NH2:1][CH:2]([CH3:5])[CH2:3][OH:4].[C:6](Cl)([O:8][CH2:9][C:10]1[CH:15]=[CH:14][CH:13]=[CH:12][CH:11]=1)=[O:7].C(N(CC)CC)C. Given the product [OH:4][CH2:3][CH:2]([NH:1][C:6](=[O:7])[O:8][CH2:9][C:10]1[CH:15]=[CH:14][CH:13]=[CH:12][CH:11]=1)[CH3:5], predict the reactants needed to synthesize it. (3) Given the product [CH3:6][O:5][C:3](=[O:4])[CH2:2][O:32][C:29]1[CH:28]=[CH:27][C:26]([C:23]2[CH:24]=[CH:25][C:20]([NH:19][C:18]([O:17][C:13]([CH3:16])([CH3:15])[CH3:14])=[O:33])=[CH:21][CH:22]=2)=[CH:31][CH:30]=1, predict the reactants needed to synthesize it. The reactants are: Br[CH2:2][C:3]([O:5][CH3:6])=[O:4].C(=O)([O-])[O-].[K+].[K+].[C:13]([O:17][C:18](=[O:33])[NH:19][C:20]1[CH:25]=[CH:24][C:23]([C:26]2[CH:31]=[CH:30][C:29]([OH:32])=[CH:28][CH:27]=2)=[CH:22][CH:21]=1)([CH3:16])([CH3:15])[CH3:14].